From a dataset of Forward reaction prediction with 1.9M reactions from USPTO patents (1976-2016). Predict the product of the given reaction. (1) Given the reactants [CH3:1][O:2][C:3]([CH2:5][CH2:6][C:7]1[S:11][C:10]([C:12]([OH:14])=O)=[CH:9][CH:8]=1)=[O:4].[C:15]([O:19][C:20](=[O:33])[CH2:21][C@H:22]([NH2:32])[C:23]1[CH:31]=[CH:30][C:26]2[O:27][CH2:28][O:29][C:25]=2[CH:24]=1)([CH3:18])([CH3:17])[CH3:16].[B-](F)(F)(F)F.CCOC(C(C#N)=NOC(N(C)C)=[N+](C)C)=O.C(N(C(C)C)CC)(C)C, predict the reaction product. The product is: [C:15]([O:19][C:20](=[O:33])[CH2:21][C@@H:22]([C:23]1[CH:31]=[CH:30][C:26]2[O:27][CH2:28][O:29][C:25]=2[CH:24]=1)[NH:32][C:12]([C:10]1[S:11][C:7]([CH2:6][CH2:5][C:3]([O:2][CH3:1])=[O:4])=[CH:8][CH:9]=1)=[O:14])([CH3:18])([CH3:16])[CH3:17]. (2) Given the reactants [I:1][C:2]1[CH:3]=[C:4]([CH:13]=[CH:14][CH:15]=1)[C:5]([NH:7][NH:8][C:9](=[O:12])[CH2:10][CH3:11])=O.C1(P(C2C=CC=CC=2)C2C=CC=CC=2)C=CC=CC=1.C(Cl)(Cl)(Cl)Cl.C(N(CC)CC)C, predict the reaction product. The product is: [CH2:10]([C:9]1[O:12][C:5]([C:4]2[CH:13]=[CH:14][CH:15]=[C:2]([I:1])[CH:3]=2)=[N:7][N:8]=1)[CH3:11]. (3) Given the reactants [CH2:1]([O:3][P:4]([CH3:9])(=[O:8])[O:5][CH2:6][CH3:7])[CH3:2].C([Li])CCC.[N:15]1[C:24]2[C:19](=[CH:20][CH:21]=[CH:22][CH:23]=2)[C:18]([N:25]2[CH2:30][CH2:29][N:28]([C:31](OCC)=[O:32])[CH2:27][CH2:26]2)=[CH:17][CH:16]=1.[OH-].[Na+], predict the reaction product. The product is: [CH2:1]([O:3][P:4]([CH2:9][C:31]([N:28]1[CH2:29][CH2:30][N:25]([C:18]2[C:19]3[C:24](=[CH:23][CH:22]=[CH:21][CH:20]=3)[N:15]=[CH:16][CH:17]=2)[CH2:26][CH2:27]1)=[O:32])([O:5][CH2:6][CH3:7])=[O:8])[CH3:2]. (4) Given the reactants Br[C:2]1[C:10]2[C:9]([NH2:11])=[N:8][CH:7]=[N:6][C:5]=2[N:4]([CH2:12][CH2:13][N:14]2[CH2:19][CH2:18][O:17][CH2:16][CH2:15]2)[CH:3]=1.CC1(C)C(C)(C)OB([C:28]2[CH:29]=[C:30]3[C:34](=[CH:35][CH:36]=2)[N:33]([C:37](=[O:49])[CH2:38][C:39]2[CH:44]=[CH:43][CH:42]=[C:41]([C:45]([F:48])([F:47])[F:46])[CH:40]=2)[CH2:32][CH2:31]3)O1.O1CCOCC1.C([O-])(O)=O.[Na+], predict the reaction product. The product is: [N:14]1([CH2:13][CH2:12][N:4]2[C:5]3[N:6]=[CH:7][N:8]=[C:9]([NH2:11])[C:10]=3[C:2]([C:28]3[CH:29]=[C:30]4[C:34](=[CH:35][CH:36]=3)[N:33]([C:37](=[O:49])[CH2:38][C:39]3[CH:44]=[CH:43][CH:42]=[C:41]([C:45]([F:48])([F:46])[F:47])[CH:40]=3)[CH2:32][CH2:31]4)=[CH:3]2)[CH2:19][CH2:18][O:17][CH2:16][CH2:15]1.